Task: Regression. Given a peptide amino acid sequence and an MHC pseudo amino acid sequence, predict their binding affinity value. This is MHC class I binding data.. Dataset: Peptide-MHC class I binding affinity with 185,985 pairs from IEDB/IMGT (1) The peptide sequence is DEVEFLGHY. The MHC is HLA-A01:01 with pseudo-sequence HLA-A01:01. The binding affinity (normalized) is 0.00492. (2) The peptide sequence is ERNPYENIL. The MHC is HLA-A11:01 with pseudo-sequence HLA-A11:01. The binding affinity (normalized) is 0.0847. (3) The peptide sequence is VTRQIHNPR. The MHC is HLA-A30:01 with pseudo-sequence HLA-A30:01. The binding affinity (normalized) is 0.820.